The task is: Predict the product of the given reaction.. This data is from Forward reaction prediction with 1.9M reactions from USPTO patents (1976-2016). (1) Given the reactants [NH2:1][C:2]1[C:7]([NH2:8])=[CH:6][CH:5]=[CH:4][N:3]=1.[F:9][C:10]([F:15])([F:14])[C:11](O)=O, predict the reaction product. The product is: [F:9][C:10]([F:15])([F:14])[C:11]1[N:1]=[C:2]2[NH:3][CH:4]=[CH:5][CH:6]=[C:7]2[N:8]=1. (2) Given the reactants O[CH2:2][C:3]1[N:8]=[C:7]([C:9]#[N:10])[CH:6]=[CH:5][C:4]=1[CH3:11].S(Cl)([Cl:14])=O, predict the reaction product. The product is: [Cl:14][CH2:2][C:3]1[N:8]=[C:7]([C:9]#[N:10])[CH:6]=[CH:5][C:4]=1[CH3:11]. (3) Given the reactants CO[C:3]([C:5]1[S:9][C:8]([CH2:10][CH2:11][C:12]2[C:13]([CH2:18][CH2:19][CH2:20][CH3:21])=[N:14][O:15][C:16]=2[CH3:17])=[N:7][CH:6]=1)=[O:4].[NH2:22][C@H:23]([CH2:25][OH:26])[CH3:24], predict the reaction product. The product is: [OH:26][CH2:25][C@@H:23]([NH:22][C:3]([C:5]1[S:9][C:8]([CH2:10][CH2:11][C:12]2[C:13]([CH2:18][CH2:19][CH2:20][CH3:21])=[N:14][O:15][C:16]=2[CH3:17])=[N:7][CH:6]=1)=[O:4])[CH3:24]. (4) Given the reactants [Cl:1][C:2]1[CH:3]=[N:4][C:5]2[N:6]([N:8]=[C:9]([C:11]([OH:13])=O)[CH:10]=2)[CH:7]=1.[NH:14]1[C:18]([C:19]2[N:23]3[CH2:24][CH2:25][NH:26][CH2:27][C:22]3=[CH:21][CH:20]=2)=[N:17][N:16]=[N:15]1, predict the reaction product. The product is: [Cl:1][C:2]1[CH:3]=[N:4][C:5]2[N:6]([N:8]=[C:9]([C:11]([N:26]3[CH2:25][CH2:24][N:23]4[C:19]([C:18]5[NH:17][N:16]=[N:15][N:14]=5)=[CH:20][CH:21]=[C:22]4[CH2:27]3)=[O:13])[CH:10]=2)[CH:7]=1. (5) Given the reactants [O-:1][CH2:2][CH3:3].[Na+].[Br:5][C:6]1[C:7](Cl)=[N:8][CH:9]=[N:10][C:11]=1[C:12]([F:15])([F:14])[F:13], predict the reaction product. The product is: [Br:5][C:6]1[C:7]([O:1][CH2:2][CH3:3])=[N:8][CH:9]=[N:10][C:11]=1[C:12]([F:15])([F:14])[F:13]. (6) Given the reactants [Br:1][C:2]1[N:3]=[C:4]([C:7]([NH:9][NH2:10])=O)[S:5][CH:6]=1.[CH3:11][N:12]([CH:14](OC)OC)C.[CH:19]1(N)C[CH2:20]1.CC(O)=O, predict the reaction product. The product is: [Br:1][C:2]1[N:3]=[C:4]([C:7]2[N:12]([CH:14]3[CH2:20][CH2:19]3)[CH:11]=[N:10][N:9]=2)[S:5][CH:6]=1. (7) Given the reactants [C:1]1([N:7]2[C:11]3=[N:12][CH:13]=[N:14][C:15]([NH:16]/[N:17]=[CH:18]/[C:19]4[CH:27]=[CH:26][C:22]([C:23](O)=[O:24])=[CH:21][CH:20]=4)=[C:10]3[CH:9]=[N:8]2)[CH:6]=[CH:5][CH:4]=[CH:3][CH:2]=1.[NH:28]1[CH:32]=[C:31]([CH2:33][CH2:34][NH2:35])[N:30]=[CH:29]1.C1(N2C3=NC=NC(N/N=C/C4C=CC(C(NCCCN5CCCC5)=O)=CC=4)=C3C=N2)C=CC=CC=1, predict the reaction product. The product is: [NH:28]1[CH:32]=[C:31]([CH2:33][CH2:34][NH:35][C:23](=[O:24])[C:22]2[CH:26]=[CH:27][C:19](/[CH:18]=[N:17]/[NH:16][C:15]3[N:14]=[CH:13][N:12]=[C:11]4[N:7]([C:1]5[CH:6]=[CH:5][CH:4]=[CH:3][CH:2]=5)[N:8]=[CH:9][C:10]=34)=[CH:20][CH:21]=2)[N:30]=[CH:29]1. (8) Given the reactants [CH:1]1([C:6]([OH:8])=O)[CH2:5][CH:4]=[CH:3][CH2:2]1.O1CCCC1.S(Cl)(Cl)=O.[NH2:18][C:19]1[CH:20]=[C:21]([CH:38]=[CH:39][C:40]=1[CH3:41])[O:22][C:23]1[CH:24]=[CH:25][C:26]2[N:27]([N:29]=[C:30]([NH:32][C:33]([CH:35]3[CH2:37][CH2:36]3)=[O:34])[N:31]=2)[CH:28]=1, predict the reaction product. The product is: [CH:35]1([C:33]([NH:32][C:30]2[N:31]=[C:26]3[CH:25]=[CH:24][C:23]([O:22][C:21]4[CH:38]=[CH:39][C:40]([CH3:41])=[C:19]([NH:18][C:6]([CH:1]5[CH2:2][CH:3]=[CH:4][CH2:5]5)=[O:8])[CH:20]=4)=[CH:28][N:27]3[N:29]=2)=[O:34])[CH2:36][CH2:37]1. (9) Given the reactants [CH:1]1([C:4]2[CH:9]=[CH:8][C:7](/[C:10](/[C:27]3[CH:32]=[CH:31][C:30](I)=[CH:29][CH:28]=3)=[CH:11]/[CH2:12][O:13][C:14]3[CH:25]=[CH:24][C:17]([O:18][CH2:19][C:20]([O:22][CH3:23])=[O:21])=[C:16]([CH3:26])[CH:15]=3)=[CH:6][CH:5]=2)[CH2:3][CH2:2]1.[CH2:34]([N:37]1[CH2:42][CH2:41][O:40][CH2:39][CH2:38]1)[C:35]#[CH:36].C(NC(C)C)(C)C, predict the reaction product. The product is: [CH:1]1([C:4]2[CH:9]=[CH:8][C:7](/[C:10](/[C:27]3[CH:32]=[CH:31][C:30]([C:36]#[C:35][CH2:34][N:37]4[CH2:42][CH2:41][O:40][CH2:39][CH2:38]4)=[CH:29][CH:28]=3)=[CH:11]/[CH2:12][O:13][C:14]3[CH:25]=[CH:24][C:17]([O:18][CH2:19][C:20]([O:22][CH3:23])=[O:21])=[C:16]([CH3:26])[CH:15]=3)=[CH:6][CH:5]=2)[CH2:3][CH2:2]1.